This data is from TCR-epitope binding with 47,182 pairs between 192 epitopes and 23,139 TCRs. The task is: Binary Classification. Given a T-cell receptor sequence (or CDR3 region) and an epitope sequence, predict whether binding occurs between them. (1) The epitope is YLKLTDNVYIK. The TCR CDR3 sequence is CSVEQGPSYEQYF. Result: 0 (the TCR does not bind to the epitope). (2) The epitope is SLVKPSFYV. The TCR CDR3 sequence is CASSPTGTSNEQFF. Result: 1 (the TCR binds to the epitope). (3) The epitope is YIFFASFYY. The TCR CDR3 sequence is CASSWCYPQWDEQFF. Result: 1 (the TCR binds to the epitope). (4) The epitope is GTHWFVTQR. The TCR CDR3 sequence is CASSSFTSGGETQYF. Result: 1 (the TCR binds to the epitope).